From a dataset of Full USPTO retrosynthesis dataset with 1.9M reactions from patents (1976-2016). Predict the reactants needed to synthesize the given product. (1) Given the product [CH3:22][C:21]([CH3:24])([O:20][C:19](=[O:25])[NH:18][CH2:17][CH2:16][CH2:15][O:14][CH2:13][CH2:12][O:11][CH2:10][CH2:9][O:8][CH2:7][CH2:6][CH2:5][NH:4][C:3](=[O:26])[CH2:2][O:27][C:28]1[CH:37]=[CH:36][CH:35]=[C:30]([C:31]([O:33][CH3:34])=[O:32])[C:29]=1[C:38]([O:40][CH3:41])=[O:39])[CH3:23], predict the reactants needed to synthesize it. The reactants are: Cl[CH2:2][C:3](=[O:26])[NH:4][CH2:5][CH2:6][CH2:7][O:8][CH2:9][CH2:10][O:11][CH2:12][CH2:13][O:14][CH2:15][CH2:16][CH2:17][NH:18][C:19](=[O:25])[O:20][C:21]([CH3:24])([CH3:23])[CH3:22].[OH:27][C:28]1[CH:37]=[CH:36][CH:35]=[C:30]([C:31]([O:33][CH3:34])=[O:32])[C:29]=1[C:38]([O:40][CH3:41])=[O:39].C(=O)([O-])[O-].[Cs+].[Cs+]. (2) Given the product [CH:28]1([N:7]2[CH2:6][C@@H:3]3[C@@H:2]([N:1]([C:9]4[CH:14]=[CH:13][C:12]([C:15]5[CH:20]=[CH:19][C:18]([N:21]6[C:26](=[O:27])[CH:25]=[CH:24][CH:23]=[N:22]6)=[CH:17][CH:16]=5)=[CH:11][CH:10]=4)[CH2:5][CH2:4]3)[CH2:8]2)[CH2:31][CH2:30][CH2:29]1, predict the reactants needed to synthesize it. The reactants are: [N:1]1([C:9]2[CH:14]=[CH:13][C:12]([C:15]3[CH:20]=[CH:19][C:18]([N:21]4[C:26](=[O:27])[CH:25]=[CH:24][CH:23]=[N:22]4)=[CH:17][CH:16]=3)=[CH:11][CH:10]=2)[CH2:5][CH2:4][C@@H:3]2[CH2:6][NH:7][CH2:8][C@H:2]12.[C:28]1(=O)[CH2:31][CH2:30][CH2:29]1.C(O[BH-](OC(=O)C)OC(=O)C)(=O)C.[Na+]. (3) Given the product [CH:27]1([N:24]2[CH2:25][CH2:26][N:21]([C:19](=[O:20])[CH2:18][N:4]3[CH2:5][CH2:6][N:1]([C:7]([O:9][CH2:10][C:11]4[CH:16]=[CH:15][CH:14]=[CH:13][CH:12]=4)=[O:8])[CH2:2][CH2:3]3)[CH2:22][CH2:23]2)[CH2:30][CH2:29][CH2:28]1, predict the reactants needed to synthesize it. The reactants are: [N:1]1([C:7]([O:9][CH2:10][C:11]2[CH:16]=[CH:15][CH:14]=[CH:13][CH:12]=2)=[O:8])[CH2:6][CH2:5][NH:4][CH2:3][CH2:2]1.Cl[CH2:18][C:19]([N:21]1[CH2:26][CH2:25][N:24]([CH:27]2[CH2:30][CH2:29][CH2:28]2)[CH2:23][CH2:22]1)=[O:20].[Na+].[I-].C([O-])([O-])=O.[K+].[K+]. (4) Given the product [N:48]1[CH:52]=[C:53]([C@@H:24]2[CH2:23][CH2:27][CH2:26][N:25]2[CH3:20])[CH:54]=[CH:55][CH:56]=1, predict the reactants needed to synthesize it. The reactants are: [Na+].[Cl-].OP([O-])(O)=O.[K+].[Cl-].[K+].[Cl-].[Cl-].[Ca+2].[O-]S([O-])(=O)=O.[Mg+2].[CH2:20]1[N:25]([CH2:26][CH2:27]O)[CH2:24][CH2:23]N(CCS(O)(=O)=O)C1.O=C1O[C@H]([C@H](CO)O)C(O)=C1O.C[N:48]([CH2:52][C:53]1[CH:54]=[CH:55][CH:56]=CC=1)CC#C.Cl.O=C[C@@H]([C@H]([C@@H]([C@@H](CO)O)O)O)O.N[C@H](C([O-])=O)CCC([O-])=O. (5) The reactants are: [N:1]([C:10]([O:12][C:13]([CH3:16])([CH3:15])[CH3:14])=[O:11])=[N:2][C:3]([O:5][C:6]([CH3:9])([CH3:8])[CH3:7])=[O:4].[CH:17]1([Mg]Br)[CH2:19][CH2:18]1. Given the product [C:13]([O:12][C:10]([N:1]([CH:17]1[CH2:19][CH2:18]1)[NH:2][C:3]([O:5][C:6]([CH3:7])([CH3:8])[CH3:9])=[O:4])=[O:11])([CH3:16])([CH3:15])[CH3:14], predict the reactants needed to synthesize it. (6) The reactants are: [CH3:1][O:2][C:3]1[CH:4]=[C:5]([NH:11][C:12]2[C:13]3[N:29]=[CH:28][S:27][C:14]=3[N:15]=[C:16]([C:18]3[CH:19]=[C:20]([CH:24]=[CH:25][CH:26]=3)[C:21]([OH:23])=O)[N:17]=2)[CH:6]=[CH:7][C:8]=1[O:9][CH3:10].[NH:30]1[C:38]2[C:33](=[CH:34][CH:35]=[C:36]([NH2:39])[CH:37]=2)[CH:32]=[N:31]1.CCN=C=NCCCN(C)C.CN1C=CN=C1. Given the product [CH3:1][O:2][C:3]1[CH:4]=[C:5]([NH:11][C:12]2[C:13]3[N:29]=[CH:28][S:27][C:14]=3[N:15]=[C:16]([C:18]3[CH:19]=[C:20]([CH:24]=[CH:25][CH:26]=3)[C:21]([NH:39][C:36]3[CH:37]=[C:38]4[C:33]([CH:32]=[N:31][NH:30]4)=[CH:34][CH:35]=3)=[O:23])[N:17]=2)[CH:6]=[CH:7][C:8]=1[O:9][CH3:10], predict the reactants needed to synthesize it. (7) Given the product [NH2:1][C:2]1[CH:7]=[C:6]([F:8])[CH:5]=[CH:4][C:3]=1[S:9][CH2:11][C:12]1[CH:13]=[C:14]([CH:19]=[CH:20][CH:21]=1)[C:15]([O:17][CH3:18])=[O:16], predict the reactants needed to synthesize it. The reactants are: [NH2:1][C:2]1[CH:7]=[C:6]([F:8])[CH:5]=[CH:4][C:3]=1[SH:9].Br[CH2:11][C:12]1[CH:13]=[C:14]([CH:19]=[CH:20][CH:21]=1)[C:15]([O:17][CH3:18])=[O:16].C([O-])([O-])=O.[K+].[K+].